This data is from Full USPTO retrosynthesis dataset with 1.9M reactions from patents (1976-2016). The task is: Predict the reactants needed to synthesize the given product. Given the product [OH:15][C@H:13]([CH3:14])[C@H:12]([NH:16][C:17](=[O:43])[C:18]1[CH:23]=[CH:22][C:21]([N:24]2[CH2:29][CH2:28][N:27]([C:30]3[CH:35]=[CH:34][C:33]([CH2:36][N:37]4[CH2:42][CH2:41][O:40][CH2:39][CH2:38]4)=[CH:32][CH:31]=3)[CH2:26][CH2:25]2)=[CH:20][CH:19]=1)[C:11](=[O:10])[NH:2][OH:3], predict the reactants needed to synthesize it. The reactants are: Cl.[NH2:2][OH:3].C[O-].[Na+].CO.C[O:10][C:11](=O)[C@@H:12]([NH:16][C:17](=[O:43])[C:18]1[CH:23]=[CH:22][C:21]([N:24]2[CH2:29][CH2:28][N:27]([C:30]3[CH:35]=[CH:34][C:33]([CH2:36][N:37]4[CH2:42][CH2:41][O:40][CH2:39][CH2:38]4)=[CH:32][CH:31]=3)[CH2:26][CH2:25]2)=[CH:20][CH:19]=1)[C@H:13]([OH:15])[CH3:14].Cl.